From a dataset of Catalyst prediction with 721,799 reactions and 888 catalyst types from USPTO. Predict which catalyst facilitates the given reaction. Reactant: [F:1][C:2]1[CH:3]=[C:4]([Mg]Br)[CH:5]=[CH:6][CH:7]=1.[N+:10]([C:13]1[C:14]([CH:23]=[O:24])=[CH:15][CH:16]=[C:17]2[C:22]=1[N:21]=[CH:20][CH:19]=[CH:18]2)([O-:12])=[O:11]. Product: [F:1][C:2]1[CH:3]=[C:4]([CH:23]([C:14]2[C:13]([N+:10]([O-:12])=[O:11])=[C:22]3[C:17]([CH:18]=[CH:19][CH:20]=[N:21]3)=[CH:16][CH:15]=2)[OH:24])[CH:5]=[CH:6][CH:7]=1. The catalyst class is: 1.